This data is from Full USPTO retrosynthesis dataset with 1.9M reactions from patents (1976-2016). The task is: Predict the reactants needed to synthesize the given product. Given the product [Br:22][C:10]1[CH:9]=[C:8]2[C@:4]3([N:3]=[C:2]([NH2:1])[CH2:7][O:6][CH2:5]3)[C:20]3[CH:19]=[C:18]([O:21][CH:29]([F:41])[F:28])[N:17]=[CH:16][C:15]=3[O:14][C:13]2=[CH:12][CH:11]=1, predict the reactants needed to synthesize it. The reactants are: [NH2:1][C:2]1[CH2:7][O:6][CH2:5][C@:4]2([C:20]3[CH:19]=[C:18]([OH:21])[N:17]=[CH:16][C:15]=3[O:14][C:13]3[C:8]2=[CH:9][C:10]([Br:22])=[CH:11][CH:12]=3)[N:3]=1.[F-].[Cs+].C(#N)C.[F:28][C:29]([F:41])(S(F)(=O)=O)C(O[Si](C)(C)C)=O.